Dataset: Forward reaction prediction with 1.9M reactions from USPTO patents (1976-2016). Task: Predict the product of the given reaction. (1) The product is: [C:1]([C:3]1[CH:4]=[C:5]([N:9]([CH2:16][C:17]2[CH:18]=[N:19][CH:20]=[CH:21][CH:22]=2)[C:10](=[O:13])[CH2:11][CH3:12])[CH:6]=[CH:7][CH:8]=1)#[N:2]. Given the reactants [C:1]([C:3]1[CH:4]=[C:5]([NH:9][C:10](=[O:13])[CH2:11][CH3:12])[CH:6]=[CH:7][CH:8]=1)#[N:2].Br.Br[CH2:16][C:17]1[CH:18]=[N:19][CH:20]=[CH:21][CH:22]=1, predict the reaction product. (2) The product is: [Br:4][C:5]1[CH:6]=[N:7][C:8]2[O:22][CH2:23][N:12]([CH2:13][C:14]3[CH:15]=[CH:16][C:17]([F:20])=[CH:18][CH:19]=3)[C:10](=[O:11])[C:9]=2[CH:21]=1. Given the reactants ClCI.[Br:4][C:5]1[CH:6]=[N:7][C:8]([OH:22])=[C:9]([CH:21]=1)[C:10]([NH:12][CH2:13][C:14]1[CH:19]=[CH:18][C:17]([F:20])=[CH:16][CH:15]=1)=[O:11].[C:23]([O-])([O-])=O.[Cs+].[Cs+].O, predict the reaction product. (3) Given the reactants C(=O)(O)[O-].[Na+:5].S([O-])([O-])=O.[Na+].[Na+].[Br:12][C:13]1[CH:18]=[CH:17][C:16]([S:19](Cl)(=[O:21])=[O:20])=[CH:15][C:14]=1[CH3:23], predict the reaction product. The product is: [Br:12][C:13]1[CH:18]=[CH:17][C:16]([S:19]([O-:21])=[O:20])=[CH:15][C:14]=1[CH3:23].[Na+:5]. (4) Given the reactants Cl[C:2]1[C:3]2[C:10]([C:11]3[S:12][CH:13]=[CH:14][N:15]=3)=[CH:9][S:8][C:4]=2[N:5]=[CH:6][N:7]=1.FC(F)(F)C(O)=O.[NH2:23][CH2:24][CH2:25][CH2:26][O:27][C:28]1[CH:29]=[CH:30][C:31]([C:34]([NH:36][CH3:37])=[O:35])=[N:32][CH:33]=1.C(=O)([O-])[O-].[K+].[K+], predict the reaction product. The product is: [CH3:37][NH:36][C:34]([C:31]1[CH:30]=[CH:29][C:28]([O:27][CH2:26][CH2:25][CH2:24][NH:23][C:2]2[C:3]3[C:10]([C:11]4[S:12][CH:13]=[CH:14][N:15]=4)=[CH:9][S:8][C:4]=3[N:5]=[CH:6][N:7]=2)=[CH:33][N:32]=1)=[O:35]. (5) Given the reactants [Cl:1][C:2]1[N:3]=[CH:4][C:5]2[NH:11][C:10](=[O:12])[C:9]([OH:14])([CH3:13])[CH2:8][N:7]([CH:15]3[CH2:19][CH2:18][CH2:17][CH2:16]3)[C:6]=2[N:20]=1.[CH3:21][C:22]([Si:25](Cl)([CH3:27])[CH3:26])([CH3:24])[CH3:23].N1C=CN=C1, predict the reaction product. The product is: [Si:25]([O:14][C:9]1([CH3:13])[CH2:8][N:7]([CH:15]2[CH2:19][CH2:18][CH2:17][CH2:16]2)[C:6]2[N:20]=[C:2]([Cl:1])[N:3]=[CH:4][C:5]=2[NH:11][C:10]1=[O:12])([C:22]([CH3:24])([CH3:23])[CH3:21])([CH3:27])[CH3:26].